From a dataset of Full USPTO retrosynthesis dataset with 1.9M reactions from patents (1976-2016). Predict the reactants needed to synthesize the given product. (1) Given the product [CH2:1]([CH:3]1[C:16]2[C:11](=[CH:12][CH:13]=[CH:14][C:15]=2[CH3:17])[C:10]2[CH:9]=[CH:8][CH:7]=[CH:6][C:5]=2[N:4]1[S:18]([C:21]1[CH:22]=[CH:23][C:24]([OH:27])=[CH:25][CH:26]=1)(=[O:20])=[O:19])[CH3:2], predict the reactants needed to synthesize it. The reactants are: [CH2:1]([CH:3]1[C:16]2[C:11](=[CH:12][CH:13]=[CH:14][C:15]=2[CH3:17])[C:10]2[CH:9]=[CH:8][CH:7]=[CH:6][C:5]=2[N:4]1[S:18]([C:21]1[CH:26]=[CH:25][C:24]([O:27]C)=[CH:23][CH:22]=1)(=[O:20])=[O:19])[CH3:2].B(Cl)(Cl)Cl.ClCCl. (2) Given the product [Br:1][C:2]1[C:11]2[CH2:10][CH2:9][CH2:8][CH:7]([NH:12][C:20](=[O:23])[CH2:21][CH3:22])[C:6]=2[CH:5]=[N:4][CH:3]=1, predict the reactants needed to synthesize it. The reactants are: [Br:1][C:2]1[C:11]2[CH2:10][CH2:9][CH2:8][CH:7]([NH2:12])[C:6]=2[CH:5]=[N:4][CH:3]=1.CCN(CC)CC.[C:20](Cl)(=[O:23])[CH2:21][CH3:22].O. (3) Given the product [NH2:1][C:2]1[C:7]([C:8]([NH2:10])=[O:9])=[C:6]([N:11]2[CH2:16][CH2:15][CH:14]([C:17]3[N:18]([CH2:33][CH2:66][NH:67][CH:68]4[CH2:72][CH2:71][CH2:70][CH2:69]4)[CH:19]=[C:20]([C:22]4[CH:27]=[CH:26][C:25]([F:28])=[C:24]([C:29]([F:32])([F:31])[F:30])[CH:23]=4)[N:21]=3)[CH2:13][CH2:12]2)[N:5]=[CH:4][N:3]=1, predict the reactants needed to synthesize it. The reactants are: [NH2:1][C:2]1[C:7]([C:8]([NH2:10])=[O:9])=[C:6]([N:11]2[CH2:16][CH2:15][CH:14]([C:17]3[N:18]([CH3:33])[CH:19]=[C:20]([C:22]4[CH:27]=[CH:26][C:25]([F:28])=[C:24]([C:29]([F:32])([F:31])[F:30])[CH:23]=4)[N:21]=3)[CH2:13][CH2:12]2)[N:5]=[CH:4][N:3]=1.NC1C(C#N)=C(N2CCC(C3N(C[CH2:66][NH:67][CH:68]4[CH2:72][CH2:71][CH2:70][CH2:69]4)C=C(C4C=CC(F)=C(C(F)(F)F)C=4)N=3)CC2)N=CN=1. (4) Given the product [NH2:1][C:2]1[C:3]2[N:14]([CH2:15][O:16][CH2:17][C:18]3[CH:19]=[CH:20][CH:21]=[CH:22][CH:23]=3)[CH:13]=[C:12]([C:24]#[C:25][CH2:26][CH2:27][CH2:28][CH:29]=[O:30])[C:4]=2[N:5]=[C:6]([CH2:8][CH2:9][CH2:10][CH3:11])[N:7]=1, predict the reactants needed to synthesize it. The reactants are: [NH2:1][C:2]1[C:3]2[N:14]([CH2:15][O:16][CH2:17][C:18]3[CH:23]=[CH:22][CH:21]=[CH:20][CH:19]=3)[CH:13]=[C:12]([C:24]#[C:25][CH2:26][CH2:27][CH2:28][CH2:29][OH:30])[C:4]=2[N:5]=[C:6]([CH2:8][CH2:9][CH2:10][CH3:11])[N:7]=1.C[N+]1([O-])CCOCC1.ClCCl. (5) Given the product [O:17]=[C:13]1[CH:12]=[C:11]([O:10][CH2:9][C:6]2[CH:7]=[N:8][C:3]([C:2]([F:1])([F:18])[F:19])=[CH:4][CH:5]=2)[CH:16]=[CH:15][N:14]1[C:21]1[CH:26]=[CH:25][C:24]2[C:27]3[CH2:28][N:29]([C:35]([O:37][C:38]([CH3:41])([CH3:40])[CH3:39])=[O:36])[CH2:30][CH2:31][CH2:32][C:33]=3[O:34][C:23]=2[CH:22]=1, predict the reactants needed to synthesize it. The reactants are: [F:1][C:2]([F:19])([F:18])[C:3]1[N:8]=[CH:7][C:6]([CH2:9][O:10][C:11]2[CH:16]=[CH:15][NH:14][C:13](=[O:17])[CH:12]=2)=[CH:5][CH:4]=1.Br[C:21]1[CH:26]=[CH:25][C:24]2[C:27]3[CH2:28][N:29]([C:35]([O:37][C:38]([CH3:41])([CH3:40])[CH3:39])=[O:36])[CH2:30][CH2:31][CH2:32][C:33]=3[O:34][C:23]=2[CH:22]=1.C([O-])([O-])=O.[Cs+].[Cs+].CN[C@@H]1CCCC[C@H]1NC.